Predict the reactants needed to synthesize the given product. From a dataset of Full USPTO retrosynthesis dataset with 1.9M reactions from patents (1976-2016). (1) Given the product [CH:20]1([C:26]2[C:27]3[CH:28]=[CH:29][C:30]([C:57]([NH:70][S:67]([CH:65]([CH3:66])[CH3:64])(=[O:69])=[O:68])=[O:58])=[CH:31][C:32]=3[N:33]3[CH2:39][C:38]([C:40]([N:42]4[CH:43]5[CH2:49][CH2:48][CH:47]4[CH2:46][N:45]([CH3:50])[CH2:44]5)=[O:41])=[CH:37][C:36]4[CH:51]=[C:52]([O:55][CH3:56])[CH:53]=[CH:54][C:35]=4[C:34]=23)[CH2:21][CH2:22][CH2:23][CH2:24][CH2:25]1, predict the reactants needed to synthesize it. The reactants are: C1N=CN(C(N2C=NC=C2)=O)C=1.OC(C(F)(F)F)=O.[CH:20]1([C:26]2[C:27]3[CH:28]=[CH:29][C:30]([C:57](OC(C)(C)C)=[O:58])=[CH:31][C:32]=3[N:33]3[CH2:39][C:38]([C:40]([N:42]4[CH:47]5[CH2:48][CH2:49][CH:43]4[CH2:44][N:45]([CH3:50])[CH2:46]5)=[O:41])=[CH:37][C:36]4[CH:51]=[C:52]([O:55][CH3:56])[CH:53]=[CH:54][C:35]=4[C:34]=23)[CH2:25][CH2:24][CH2:23][CH2:22][CH2:21]1.[CH3:64][CH:65]([S:67]([NH2:70])(=[O:69])=[O:68])[CH3:66].C1CCN2C(=NCCC2)CC1. (2) Given the product [Cl:1][C:2]1[CH:18]=[CH:17][C:16]([C:19]([F:20])([F:21])[F:22])=[CH:15][C:3]=1[C:4]([NH:6][C@H:7]1[CH2:12][CH2:11][C@H:10]([CH:13]=[O:14])[CH2:9][CH2:8]1)=[O:5], predict the reactants needed to synthesize it. The reactants are: [Cl:1][C:2]1[CH:18]=[CH:17][C:16]([C:19]([F:22])([F:21])[F:20])=[CH:15][C:3]=1[C:4]([NH:6][C@H:7]1[CH2:12][CH2:11][C@H:10]([CH2:13][OH:14])[CH2:9][CH2:8]1)=[O:5].C(N(CC)CC)C. (3) Given the product [Br:1][C:2]1[N:3]([CH3:31])[C:4]2[CH:10]([C:24]3[CH:29]=[CH:28][C:27]([Cl:30])=[CH:26][CH:25]=3)[N:11]([C:12]3[CH:13]=[C:14]([O:22][CH3:23])[C:15]4[N:16]([C:18]([CH3:21])=[N:19][N:20]=4)[CH:17]=3)[C:7](=[O:9])[C:5]=2[N:6]=1, predict the reactants needed to synthesize it. The reactants are: [Br:1][C:2]1[N:3]([CH3:31])[C:4]([CH:10]([C:24]2[CH:29]=[CH:28][C:27]([Cl:30])=[CH:26][CH:25]=2)[NH:11][C:12]2[CH:13]=[C:14]([O:22][CH3:23])[C:15]3[N:16]([C:18]([CH3:21])=[N:19][N:20]=3)[CH:17]=2)=[C:5]([C:7]([OH:9])=O)[N:6]=1. (4) Given the product [F:16][C:17]([F:28])([F:27])[C:18]1[CH:23]=[C:22]([C:2]2[CH:7]=[CH:6][N:5]=[C:4]([C:8]#[N:9])[CH:3]=2)[CH:21]=[CH:20][CH:19]=1, predict the reactants needed to synthesize it. The reactants are: Cl[C:2]1[CH:7]=[CH:6][N:5]=[C:4]([C:8]#[N:9])[CH:3]=1.C(=O)([O-])[O-].[K+].[K+].[F:16][C:17]([F:28])([F:27])[C:18]1[CH:19]=[C:20](B(O)O)[CH:21]=[CH:22][CH:23]=1.[Cl-].[NH4+]. (5) Given the product [N+:1]([C:4]1[CH:5]=[C:6]([CH:10]=[CH:11][CH:12]=1)[CH2:7][CH2:8][N:36]1[C:35](=[O:37])[C:34]2=[CH:38][CH:39]=[CH:40][CH:41]=[C:33]2[C:32]1=[O:42])([O-:3])=[O:2], predict the reactants needed to synthesize it. The reactants are: [N+:1]([C:4]1[CH:5]=[C:6]([CH:10]=[CH:11][CH:12]=1)[CH2:7][CH2:8]O)([O-:3])=[O:2].C1(P(C2C=CC=CC=2)C2C=CC=CC=2)C=CC=CC=1.[C:32]1(=[O:42])[NH:36][C:35](=[O:37])[C:34]2=[CH:38][CH:39]=[CH:40][CH:41]=[C:33]12.N(C(OCC)=O)=NC(OCC)=O. (6) Given the product [CH3:20][C:21]1[N:12]([CH2:13][CH2:14][C:15]([O:17][CH2:18][CH3:19])=[O:16])[C:11]2[C:10]3[CH:9]=[CH:8][CH:7]=[CH:6][C:5]=3[N:4]=[CH:3][C:2]=2[N:1]=1, predict the reactants needed to synthesize it. The reactants are: [NH2:1][C:2]1[CH:3]=[N:4][C:5]2[C:10]([C:11]=1[NH:12][CH2:13][CH2:14][C:15]([O:17][CH2:18][CH3:19])=[O:16])=[CH:9][CH:8]=[CH:7][CH:6]=2.[C:20](OCC)(OCC)(OCC)[CH3:21]. (7) Given the product [Cl:13][C:14]1[N:19]=[CH:18][C:17]([C:20]([N:22]([CH:26]([CH3:28])[CH3:27])[CH:23]([CH3:24])[CH3:25])=[O:21])=[C:16]([CH:32]=[O:33])[CH:15]=1, predict the reactants needed to synthesize it. The reactants are: C(NC(C)C)(C)C.[Li]CCCC.[Cl:13][C:14]1[N:19]=[CH:18][C:17]([C:20]([N:22]([CH:26]([CH3:28])[CH3:27])[CH:23]([CH3:25])[CH3:24])=[O:21])=[CH:16][CH:15]=1.CN([CH:32]=[O:33])C.